Dataset: Peptide-MHC class II binding affinity with 134,281 pairs from IEDB. Task: Regression. Given a peptide amino acid sequence and an MHC pseudo amino acid sequence, predict their binding affinity value. This is MHC class II binding data. The peptide sequence is SQDLELSWNLNGLQAI. The MHC is HLA-DQA10101-DQB10501 with pseudo-sequence HLA-DQA10101-DQB10501. The binding affinity (normalized) is 0.803.